Dataset: Full USPTO retrosynthesis dataset with 1.9M reactions from patents (1976-2016). Task: Predict the reactants needed to synthesize the given product. (1) Given the product [CH:1]1([C:4]2[C:13]([I:14])=[CH:12][C:7]([C:8]([OH:10])=[O:9])=[C:6]([CH2:15][CH3:16])[CH:5]=2)[CH2:2][CH2:3]1, predict the reactants needed to synthesize it. The reactants are: [CH:1]1([C:4]2[C:13]([I:14])=[CH:12][C:7]([C:8]([O:10]C)=[O:9])=[C:6]([CH2:15][CH3:16])[CH:5]=2)[CH2:3][CH2:2]1.[OH-].[Na+]. (2) The reactants are: Cl[C:2]1[C:11]([C:12]([F:15])([F:14])[F:13])=[N:10][C:9]2[C:4](=[CH:5][CH:6]=[C:7]([O:16][CH3:17])[CH:8]=2)[N:3]=1.[C:18]([C:21]1[CH:26]=[CH:25][C:24](B(O)O)=[C:23]([Cl:30])[CH:22]=1)([OH:20])=[O:19].C([O-])([O-])=O.[K+].[K+].Cl. Given the product [Cl:30][C:23]1[CH:22]=[C:21]([CH:26]=[CH:25][C:24]=1[C:2]1[C:11]([C:12]([F:15])([F:14])[F:13])=[N:10][C:9]2[C:4](=[CH:5][CH:6]=[C:7]([O:16][CH3:17])[CH:8]=2)[N:3]=1)[C:18]([OH:20])=[O:19], predict the reactants needed to synthesize it. (3) Given the product [Cl:16][C:17]1[N:22]=[C:21]([NH:1][CH:2]2[CH:7]3[CH2:8][CH:4]([CH2:5][N:6]3[C:9]([O:11][C:12]([CH3:15])([CH3:14])[CH3:13])=[O:10])[CH2:3]2)[CH:20]=[C:19]([F:24])[N:18]=1, predict the reactants needed to synthesize it. The reactants are: [NH2:1][CH:2]1[CH:7]2[CH2:8][CH:4]([CH2:5][N:6]2[C:9]([O:11][C:12]([CH3:15])([CH3:14])[CH3:13])=[O:10])[CH2:3]1.[Cl:16][C:17]1[N:22]=[C:21](Cl)[CH:20]=[C:19]([F:24])[N:18]=1.C([O-])([O-])=O.[K+].[K+]. (4) The reactants are: [CH3:1][C:2]1([CH2:5][OH:6])[CH2:4][CH2:3]1.[C:7](N1C=CN=C1)(N1C=CN=C1)=[O:8].[CH3:19][N:20]([CH2:27][C:28]1[CH:33]=[CH:32][C:31]([C:34]2[CH:39]=[CH:38][C:37]([S:40]([CH3:43])(=[O:42])=[O:41])=[CH:36][CH:35]=2)=[CH:30][N:29]=1)[CH:21]1[CH2:26][CH2:25][NH:24][CH2:23][CH2:22]1. Given the product [CH3:19][N:20]([CH2:27][C:28]1[CH:33]=[CH:32][C:31]([C:34]2[CH:39]=[CH:38][C:37]([S:40]([CH3:43])(=[O:42])=[O:41])=[CH:36][CH:35]=2)=[CH:30][N:29]=1)[CH:21]1[CH2:26][CH2:25][N:24]([C:7]([O:6][CH2:5][C:2]2([CH3:1])[CH2:4][CH2:3]2)=[O:8])[CH2:23][CH2:22]1, predict the reactants needed to synthesize it. (5) Given the product [S:13]1[CH:17]=[C:16]([S:18][C:19]2[CH:27]=[CH:26][C:25]([CH3:28])=[CH:24][C:20]=2[C:21]([NH:3][CH3:1])=[O:22])[C:15]2[CH:29]=[CH:30][CH:31]=[CH:32][C:14]1=2, predict the reactants needed to synthesize it. The reactants are: [C:1](N1C=CN=C1)([N:3]1C=CN=C1)=O.[S:13]1[CH:17]=[C:16]([S:18][C:19]2[CH:27]=[CH:26][C:25]([CH3:28])=[CH:24][C:20]=2[C:21](O)=[O:22])[C:15]2[CH:29]=[CH:30][CH:31]=[CH:32][C:14]1=2.CN.C(OCC)(=O)C. (6) Given the product [NH:1]1[C:9]2[C:4](=[N:5][CH:6]=[CH:7][CH:8]=2)[C:3]([C:16]2[CH2:11][CH:12]([NH:17][C:18](=[O:24])[O:19][C:20]([CH3:22])([CH3:21])[CH3:23])[CH2:13][CH2:14][CH:15]=2)=[CH:2]1.[NH:1]1[C:9]2[C:4](=[N:5][CH:6]=[CH:7][CH:8]=2)[C:3]([C:16]2[CH2:15][CH2:14][CH2:13][CH:12]([NH:17][C:18](=[O:24])[O:19][C:20]([CH3:22])([CH3:21])[CH3:23])[CH:11]=2)=[CH:2]1, predict the reactants needed to synthesize it. The reactants are: [NH:1]1[C:9]2[C:4](=[N:5][CH:6]=[CH:7][CH:8]=2)[CH:3]=[CH:2]1.O=[C:11]1[CH2:16][CH2:15][CH2:14][CH2:13][CH:12]1[NH:17][C:18](=[O:24])[O:19][C:20]([CH3:23])([CH3:22])[CH3:21]. (7) Given the product [OH:52][C:49]1([C:53]2[S:57][CH:56]=[N:55][CH:54]=2)[CH2:48][CH2:47][N:46]([CH:44]2[CH2:45][CH:42]([NH:41][C:12](=[O:33])[CH2:13][NH:14][C:6](=[O:7])[O:5][C:1]([CH3:2])([CH3:3])[CH3:4])[CH2:43]2)[CH2:51][CH2:50]1, predict the reactants needed to synthesize it. The reactants are: [C:1]([O:5][C:6](CC(O)=O)=[O:7])([CH3:4])([CH3:3])[CH3:2].[CH3:12][CH2:13][N:14]=C=NCCCN(C)C.Cl.C1C=CC2N([OH:33])N=NC=2C=1.C(N(CC)CC)C.[NH2:41][CH:42]1[CH2:45][CH:44]([N:46]2[CH2:51][CH2:50][C:49]([C:53]3[S:57][CH:56]=[N:55][CH:54]=3)([OH:52])[CH2:48][CH2:47]2)[CH2:43]1. (8) Given the product [F:1][C:2]([F:7])([F:6])[C:3]([OH:5])=[O:4].[CH:40]([C:37]1[C:35]2[N:36]=[C:31]([CH2:30][C:25]3[CH:26]=[CH:27][CH:28]=[CH:29][C:24]=3[O:23][CH2:22][C:21](=[O:44])[N:18]3[CH2:17][CH2:16][NH:15][CH2:20][CH2:19]3)[NH:32][C:33](=[O:43])[C:34]=2[NH:39][N:38]=1)([CH3:42])[CH3:41], predict the reactants needed to synthesize it. The reactants are: [F:1][C:2]([F:7])([F:6])[C:3]([OH:5])=[O:4].C(OC([N:15]1[CH2:20][CH2:19][N:18]([C:21](=[O:44])[CH2:22][O:23][C:24]2[CH:29]=[CH:28][CH:27]=[CH:26][C:25]=2[CH2:30][C:31]2[NH:32][C:33](=[O:43])[C:34]3[NH:39][N:38]=[C:37]([CH:40]([CH3:42])[CH3:41])[C:35]=3[N:36]=2)[CH2:17][CH2:16]1)=O)(C)(C)C. (9) Given the product [CH2:46]([O:45][CH:26]([O:27][CH2:28][CH3:52])[CH2:25][CH2:24][C:2]1[CH:3]=[N:4][CH:5]=[CH:6][CH:7]=1)[CH3:47], predict the reactants needed to synthesize it. The reactants are: Br[C:2]1[CH:3]=[N:4][CH:5]=[CH:6][CH:7]=1.C1(P(C2CCCCC2)C2C=CC=CC=2C2[C:26]([O:27][CH3:28])=[CH:25][CH:24]=CC=2OC)CCCCC1.P([O-])([O-])([O-])=O.[K+].[K+].[K+].[O:45]1[CH2:47][CH2:46][O:45][CH2:47][CH2:46]1.[O:45]1[CH2:46][CH2:47][CH2:52][CH2:52]1.[C:52]1(C)C=CC=CC=1.